From a dataset of Reaction yield outcomes from USPTO patents with 853,638 reactions. Predict the reaction yield, written as a fraction of the theoretical maximum amount of product (1.0 means a 100% yield; for example, 0.34 means a 34% yield). (1) The reactants are [F:1][C:2]1[CH:7]=[CH:6][CH:5]=[CH:4][C:3]=1[O:8][CH3:9].CN(C)CCN(C)CCN(C)C.C([Li])CCC.C[O:28]B(OC)OC.C(O)(=O)C.OO. The catalyst is O.O1CCCC1. The product is [F:1][C:2]1[C:3]([O:8][CH3:9])=[CH:4][CH:5]=[CH:6][C:7]=1[OH:28]. The yield is 0.730. (2) The reactants are C(Cl)CCl.C1C=C[C:8]2N(O)N=[N:11][C:9]=2[CH:10]=1.CCN(CC)CC.[C:22]([O:26][C:27]([NH:29][CH:30]([CH2:36][C:37]1[CH:42]=[CH:41][CH:40]=[CH:39][CH:38]=1)[CH:31]([OH:35])[C:32]([OH:34])=O)=[O:28])([CH3:25])([CH3:24])[CH3:23].C1(N)CC1. The catalyst is C(Cl)Cl. The product is [CH:9]1([NH:11][C:32](=[O:34])[CH:31]([OH:35])[CH:30]([NH:29][C:27](=[O:28])[O:26][C:22]([CH3:23])([CH3:24])[CH3:25])[CH2:36][C:37]2[CH:42]=[CH:41][CH:40]=[CH:39][CH:38]=2)[CH2:10][CH2:8]1. The yield is 0.850. (3) The reactants are Cl.N.C(OC([NH:10][C:11]1[CH:16]=[CH:15][C:14]([C:17]2[S:18][CH:19]=[CH:20][CH:21]=2)=[CH:13][C:12]=1[NH:22][C:23](=[O:35])/[CH:24]=[CH:25]/[C:26]1[CH:27]=[C:28]([CH:32]=[CH:33][CH:34]=1)[C:29](O)=[O:30])=O)(C)(C)C.C[N:37](C(ON1N=NC2C=CC=NC1=2)=[N+](C)C)C.F[P-](F)(F)(F)(F)F.C1C=CC2N(O)N=NC=2C=1.CCN(C(C)C)C(C)C. The catalyst is C1COCC1. The product is [NH2:10][C:11]1[CH:16]=[CH:15][C:14]([C:17]2[S:18][CH:19]=[CH:20][CH:21]=2)=[CH:13][C:12]=1[NH:22][C:23](=[O:35])/[CH:24]=[CH:25]/[C:26]1[CH:27]=[C:28]([CH:32]=[CH:33][CH:34]=1)[C:29]([NH2:37])=[O:30]. The yield is 0.800. (4) The reactants are [N+:1]([O-:4])(O)=[O:2].C[O:6][C:7](=[O:16])[C:8]1[CH:13]=[CH:12][C:11]([OH:14])=[C:10]([CH3:15])[CH:9]=1. The catalyst is C(OCC)C. The product is [OH:14][C:11]1[C:12]([N+:1]([O-:4])=[O:2])=[CH:13][C:8]([C:7]([OH:16])=[O:6])=[CH:9][C:10]=1[CH3:15]. The yield is 0.990. (5) The reactants are [CH3:1][C:2]1[CH:3]=[CH:4][CH:5]=[CH:6][C:7]=1[NH2:8].CCN(CC)CC.[CH3:16][C:17]([CH3:22])([CH3:21])[C:18](Cl)=[O:19]. The catalyst is C(Cl)Cl. The product is [C:2]1([CH3:1])[CH:3]=[CH:4][CH:5]=[CH:6][C:7]=1[NH:8][C:18](=[O:19])[C:17]([CH3:22])([CH3:21])[CH3:16]. The yield is 0.910. (6) The reactants are C(O)(=O)[C:2]1[CH:21]=[CH:20][C:5]([NH:6][CH2:7][C:8]2[N:19]=[C:18]3[C:11]([N:12]=[C:13]([NH:15][C:16]3=[O:17])[NH2:14])=[N:10][CH:9]=2)=[CH:4][CH:3]=1.C1N=CN([C:29]([N:31]2[CH:35]=[N:34][CH:33]=[CH:32]2)=[O:30])C=1.[CH3:36][Si:37]([CH3:42])([CH3:41])[CH2:38][CH2:39][OH:40].[CH3:43][O:44]C. The catalyst is CS(C)=O.C(O)(=O)C.O.C(N(CC)CC)C. The product is [CH3:36][Si:37]([CH3:42])([CH3:41])[CH2:38][CH2:39][O:40][C:43]([NH:14][C:13]1[NH:15][C:16](=[O:17])[C:18]2[C:11](=[N:10][CH:9]=[C:8]([N:19]=2)[CH2:7][NH:6][C:5]2[CH:4]=[CH:3][C:2]([C:29]([N:31]3[CH:32]=[CH:33][N:34]=[CH:35]3)=[O:30])=[CH:21][CH:20]=2)[N:12]=1)=[O:44]. The yield is 0.548.